From a dataset of Reaction yield outcomes from USPTO patents with 853,638 reactions. Predict the reaction yield, written as a fraction of the theoretical maximum amount of product (1.0 means a 100% yield; for example, 0.34 means a 34% yield). (1) The reactants are [CH2:1]([O:11][C:12](=[O:22])[CH:13]=[CH:14][C:15]1[CH:20]=[CH:19][CH:18]=[CH:17][C:16]=1[OH:21])[CH2:2][CH2:3][CH2:4][CH2:5][CH2:6][CH2:7][CH2:8][CH:9]=[CH2:10].[H-].[Na+].[C:25](Cl)(=[O:27])[CH3:26]. The catalyst is C1(C)C=CC=CC=1. The product is [CH2:1]([O:11][C:12](=[O:22])[CH:13]=[CH:14][C:15]1[CH:20]=[CH:19][CH:18]=[CH:17][C:16]=1[O:21][C:25](=[O:27])[CH3:26])[CH2:2][CH2:3][CH2:4][CH2:5][CH2:6][CH2:7][CH2:8][CH:9]=[CH2:10]. The yield is 0.990. (2) The reactants are [C:1]([C:3]1[CH:4]=[C:5]([CH:10]=[CH:11][C:12]=1[OH:13])[C:6]([O:8][CH3:9])=[O:7])#[N:2].[C:14]([O-])([O-])=O.[K+].[K+].BrCC(O[CH2:25][CH3:26])=O. The catalyst is CN(C=O)C.O. The product is [C:1]([C:3]1[CH:4]=[C:5]([CH:10]=[CH:11][C:12]=1[O:13][CH:25]([CH3:26])[CH3:14])[C:6]([O:8][CH3:9])=[O:7])#[N:2]. The yield is 0.910. (3) The reactants are [NH2:1][C:2]1[CH:7]=[CH:6][C:5]([CH:8]([CH2:11][OH:12])[CH2:9][OH:10])=[CH:4][CH:3]=1.[CH2:13]1[CH2:17]OC[CH2:14]1.O.[C:19]([O-:22])([O-])=[O:20].[Na+].[Na+].[CH3:25]COC(C)=O. The yield is 0.470. The catalyst is [Cl-].[Na+].O. The product is [C:13]([O:22][C:19](=[O:20])[NH:1][C:2]1[CH:3]=[CH:4][C:5]([CH:8]([CH2:11][OH:12])[CH2:9][OH:10])=[CH:6][CH:7]=1)([CH3:14])([CH3:17])[CH3:25]. (4) The reactants are [CH3:1][S:2]([C:5]1[CH:6]=[C:7]([CH:12]=[CH:13][CH:14]=1)[C:8](OC)=[O:9])(=[O:4])=[O:3].[H-].[Al+3].[Li+].[H-].[H-].[H-]. The catalyst is C1COCC1.O. The product is [CH3:1][S:2]([C:5]1[CH:6]=[C:7]([CH:12]=[CH:13][CH:14]=1)[CH2:8][OH:9])(=[O:3])=[O:4]. The yield is 0.930. (5) The reactants are Cl[C:2]1[CH:7]=[C:6]([C:8]([F:11])([F:10])[F:9])[CH:5]=[CH:4][N:3]=1.[CH3:12][O-:13].[Na+].O. The catalyst is CO. The product is [F:9][C:8]([F:11])([F:10])[C:6]1[CH:5]=[CH:4][N:3]=[C:2]([O:13][CH3:12])[CH:7]=1. The yield is 0.850. (6) The reactants are Cl[CH2:2][CH2:3][O:4][C:5]1[C:10]([CH3:11])=[CH:9][C:8]([C:12]2[O:13][C:14](=[O:26])[C:15]3[C:20]([CH:21]=2)=[CH:19][C:18]([O:22][CH3:23])=[CH:17][C:16]=3[O:24][CH3:25])=[CH:7][C:6]=1[CH3:27].[NH:28]1[CH2:33][CH2:32][O:31][CH2:30][CH2:29]1.CCN(CC)CC.O. The yield is 0.310. The catalyst is CS(C)=O. The product is [CH3:27][C:6]1[CH:7]=[C:8]([C:12]2[O:13][C:14](=[O:26])[C:15]3[C:20]([CH:21]=2)=[CH:19][C:18]([O:22][CH3:23])=[CH:17][C:16]=3[O:24][CH3:25])[CH:9]=[C:10]([CH3:11])[C:5]=1[O:4][CH2:3][CH2:2][N:28]1[CH2:33][CH2:32][O:31][CH2:30][CH2:29]1. (7) The yield is 0.270. The product is [NH2:53][C@@H:49]([CH:50]([CH3:52])[CH3:51])[C:48]([N:45]1[CH2:46][CH2:47][CH:42]([N:40]2[CH:41]=[C:37]([C:32]3[C:31]4[C:35](=[CH:36][C:28]([F:27])=[CH:29][CH:30]=4)[NH:34][CH:33]=3)[CH:38]=[N:39]2)[CH2:43][CH2:44]1)=[O:61]. The reactants are CC1C(C2C3C(=CC(F)=CC=3)N(S(C3C=CC=CC=3)(=O)=O)C=2)=C(C)NN=1.[F:27][C:28]1[CH:36]=[C:35]2[C:31]([C:32]([C:37]3[CH:38]=[N:39][N:40]([CH:42]4[CH2:47][CH2:46][N:45]([C:48](=[O:61])[C@@H:49]([NH:53]C(=O)OC(C)(C)C)[CH:50]([CH3:52])[CH3:51])[CH2:44][CH2:43]4)[CH:41]=3)=[CH:33][NH:34]2)=[CH:30][CH:29]=1. No catalyst specified. (8) The reactants are I[C:2]1[NH:18][C:5]2=[N:6][CH:7]=[C:8]([NH:10][C:11](=[O:17])[O:12][C:13]([CH3:16])([CH3:15])[CH3:14])[CH:9]=[C:4]2[CH:3]=1.[CH:19]1([C:22]([N:24]2[CH2:29][CH:28]=[C:27](B3OC(C)(C)C(C)(C)O3)[CH2:26][CH2:25]2)=[O:23])[CH2:21][CH2:20]1. The catalyst is C(#N)C.C(=O)([O-])[O-].[K+].[K+].C1C=CC(P([C]2[CH][CH][CH][CH]2)C2C=CC=CC=2)=CC=1.C1C=CC(P([C]2[CH][CH][CH][CH]2)C2C=CC=CC=2)=CC=1.C(Cl)Cl.Cl[Pd]Cl.[Fe]. The product is [CH:19]1([C:22]([N:24]2[CH2:25][CH:26]=[C:27]([C:2]3[NH:18][C:5]4=[N:6][CH:7]=[C:8]([NH:10][C:11](=[O:17])[O:12][C:13]([CH3:16])([CH3:15])[CH3:14])[CH:9]=[C:4]4[CH:3]=3)[CH2:28][CH2:29]2)=[O:23])[CH2:21][CH2:20]1. The yield is 0.240. (9) The reactants are [C:1]1([CH:7]([C:24]2[CH:29]=[CH:28][CH:27]=[CH:26][CH:25]=2)[N:8]2[CH2:11][CH:10]([O:12][N:13]3C(=O)C4C(=CC=CC=4)C3=O)[CH2:9]2)[CH:6]=[CH:5][CH:4]=[CH:3][CH:2]=1.O.NN. The catalyst is C(O)C. The product is [NH2:13][O:12][CH:10]1[CH2:11][N:8]([CH:7]([C:1]2[CH:6]=[CH:5][CH:4]=[CH:3][CH:2]=2)[C:24]2[CH:29]=[CH:28][CH:27]=[CH:26][CH:25]=2)[CH2:9]1. The yield is 0.770.